This data is from Catalyst prediction with 721,799 reactions and 888 catalyst types from USPTO. The task is: Predict which catalyst facilitates the given reaction. (1) Reactant: [BrH:1].[CH3:2][CH:3]1[CH2:9][NH:8][CH2:7][CH2:6][C:5](=[O:10])[CH2:4]1.BrBr. Product: [BrH:1].[Br:1][CH:4]1[CH:3]([CH3:2])[CH2:9][NH:8][CH2:7][CH2:6][C:5]1=[O:10]. The catalyst class is: 15. (2) Reactant: [C:1]([O:4][CH2:5][C:6]1[C:7]([S:22]([CH3:25])(=[O:24])=[O:23])=[CH:8][C:9]2[N:13]3[CH2:14][CH2:15][NH:16][C@H:17]([CH:18]([CH3:20])[CH3:19])[C:12]3=[N:11][C:10]=2[CH:21]=1)(=[O:3])[CH3:2].Cl[C:27]1[N:32]=[C:31]([C:33]([F:36])([F:35])[F:34])[C:30]([C:37]([O:39][CH2:40][CH3:41])=[O:38])=[CH:29][N:28]=1.CCN(C(C)C)C(C)C.CCOC(C)=O. Product: [C:1]([O:4][CH2:5][C:6]1[C:7]([S:22]([CH3:25])(=[O:23])=[O:24])=[CH:8][C:9]2[N:13]3[CH2:14][CH2:15][N:16]([C:27]4[N:32]=[C:31]([C:33]([F:35])([F:36])[F:34])[C:30]([C:37]([O:39][CH2:40][CH3:41])=[O:38])=[CH:29][N:28]=4)[C@H:17]([CH:18]([CH3:19])[CH3:20])[C:12]3=[N:11][C:10]=2[CH:21]=1)(=[O:3])[CH3:2]. The catalyst class is: 812. (3) Reactant: [CH:1]1([N:4]2[CH2:9][CH2:8][NH:7][CH2:6][CH2:5]2)[CH2:3][CH2:2]1.Cl[C:11]1[N:16]=[CH:15][C:14]([C:17](=[O:19])[CH3:18])=[CH:13][CH:12]=1.CS(C)=O. The catalyst class is: 13. Product: [CH:1]1([N:4]2[CH2:9][CH2:8][N:7]([C:11]3[N:16]=[CH:15][C:14]([C:17](=[O:19])[CH3:18])=[CH:13][CH:12]=3)[CH2:6][CH2:5]2)[CH2:3][CH2:2]1. (4) Reactant: [F:1][CH:2]([F:18])[O:3][C:4]1[CH:9]=[CH:8][C:7]([C:10]2[CH:17]=[CH:16][C:13]([CH2:14][NH2:15])=[CH:12][CH:11]=2)=[CH:6][CH:5]=1.C(N(CC)CC)C.[CH3:26][N:27]1[C:31]([C:32](Cl)=[O:33])=[CH:30][C:29]([CH2:35][CH3:36])=[N:28]1.O. Product: [F:1][CH:2]([F:18])[O:3][C:4]1[CH:5]=[CH:6][C:7]([C:10]2[CH:17]=[CH:16][C:13]([CH2:14][NH:15][C:32]([C:31]3[N:27]([CH3:26])[N:28]=[C:29]([CH2:35][CH3:36])[CH:30]=3)=[O:33])=[CH:12][CH:11]=2)=[CH:8][CH:9]=1. The catalyst class is: 4. (5) Reactant: [CH2:1]([O:3][C:4]1[C:13]2[C:8](=[C:9]([NH2:14])[CH:10]=[CH:11][CH:12]=2)[N:7]=[CH:6][CH:5]=1)[CH3:2].[Cl:15][C:16]1[C:21]([C:22](O)=[O:23])=[C:20]([F:25])[C:19]([CH2:26][NH:27][C:28](=[O:33])[C:29]([CH3:32])([CH3:31])[CH3:30])=[CH:18][CH:17]=1.C(Cl)(=O)C(Cl)=O.CCN(C(C)C)C(C)C. The catalyst class is: 85. Product: [Cl:15][C:16]1[C:21]([C:22]([NH:14][C:9]2[CH:10]=[CH:11][CH:12]=[C:13]3[C:8]=2[N:7]=[CH:6][CH:5]=[C:4]3[O:3][CH2:1][CH3:2])=[O:23])=[C:20]([F:25])[C:19]([CH2:26][NH:27][C:28](=[O:33])[C:29]([CH3:31])([CH3:30])[CH3:32])=[CH:18][CH:17]=1. (6) Reactant: [CH3:1][C:2]1[CH:6]=[C:5]([C:7]([N:9]2[CH2:14][CH2:13][CH2:12][CH2:11][CH2:10]2)=[O:8])[S:4][C:3]=1[C:15]1[CH:16]=[C:17]2[C:22](=[C:23]([O:25]COCC[Si](C)(C)C)[CH:24]=1)[N:21]=[CH:20][N:19](COCC[Si](C)(C)C)[C:18]2=[O:42].O. Product: [OH:25][C:23]1[CH:24]=[C:15]([C:3]2[S:4][C:5]([C:7]([N:9]3[CH2:14][CH2:13][CH2:12][CH2:11][CH2:10]3)=[O:8])=[CH:6][C:2]=2[CH3:1])[CH:16]=[C:17]2[C:22]=1[N:21]=[CH:20][NH:19][C:18]2=[O:42]. The catalyst class is: 106. (7) Reactant: [NH2:1][C:2]1[N:7]=[CH:6][N:5]=[C:4]2[N:8]([CH2:25][C@H:26]3[CH2:30][CH2:29][CH2:28][N:27]3[C:31](=[O:35])[CH2:32][C:33]#[N:34])[N:9]=[C:10]([C:11]3[CH:16]=[CH:15][C:14]([O:17][C:18]4[CH:23]=[CH:22][CH:21]=[CH:20][CH:19]=4)=[CH:13][C:12]=3[F:24])[C:3]=12.N1[CH2:41][CH2:40][CH2:39][CH2:38]C1.C1(C=O)CC1. Product: [NH2:1][C:2]1[N:7]=[CH:6][N:5]=[C:4]2[N:8]([CH2:25][C@H:26]3[CH2:30][CH2:29][CH2:28][N:27]3[C:31]([C:32](=[CH:38][CH:39]3[CH2:41][CH2:40]3)[C:33]#[N:34])=[O:35])[N:9]=[C:10]([C:11]3[CH:16]=[CH:15][C:14]([O:17][C:18]4[CH:19]=[CH:20][CH:21]=[CH:22][CH:23]=4)=[CH:13][C:12]=3[F:24])[C:3]=12. The catalyst class is: 5. (8) Reactant: [Cl:1][C:2]1[CH:3]=[C:4]([CH:21]=[CH:22][CH:23]=1)[C:5]([NH:7][C:8]1[C:9]([N:15]2[CH2:20][CH2:19][NH:18][CH2:17][CH2:16]2)=[N:10][CH:11]=[C:12]([Cl:14])[CH:13]=1)=[O:6].Cl[CH2:25][CH2:26][N:27]1[CH2:32][CH2:31][CH2:30][CH2:29][CH2:28]1. Product: [Cl:1][C:2]1[CH:3]=[C:4]([CH:21]=[CH:22][CH:23]=1)[C:5]([NH:7][C:8]1[C:9]([N:15]2[CH2:20][CH2:19][N:18]([CH2:25][CH2:26][N:27]3[CH2:32][CH2:31][CH2:30][CH2:29][CH2:28]3)[CH2:17][CH2:16]2)=[N:10][CH:11]=[C:12]([Cl:14])[CH:13]=1)=[O:6]. The catalyst class is: 10. (9) Reactant: F[C:2]1[C:7]([N+:8]([O-:10])=[O:9])=[CH:6][CH:5]=[CH:4][C:3]=1[C:11]1[CH:16]=[CH:15][CH:14]=[CH:13][CH:12]=1.[NH2:17][C:18]1[CH:23]=[CH:22][CH:21]=[CH:20][CH:19]=1.[F-].[K+]. Product: [N+:8]([C:7]1[CH:6]=[CH:5][CH:4]=[C:3]([C:11]2[CH:16]=[CH:15][CH:14]=[CH:13][CH:12]=2)[C:2]=1[NH:17][C:18]1[CH:23]=[CH:22][CH:21]=[CH:20][CH:19]=1)([O-:10])=[O:9]. The catalyst class is: 13. (10) Reactant: [F:1][C:2]([F:11])([CH:5]([F:10])[C:6]([F:9])([F:8])[F:7])[CH2:3][OH:4].C(N(CC)CC)C.COC(C)(C)C.[CH2:25]([O:27][C:28](Cl)=[O:29])[CH3:26]. Product: [C:28](=[O:29])([O:4][CH2:3][C:2]([F:11])([F:1])[CH:5]([F:10])[C:6]([F:9])([F:7])[F:8])[O:27][CH2:25][CH3:26]. The catalyst class is: 6.